Dataset: Forward reaction prediction with 1.9M reactions from USPTO patents (1976-2016). Task: Predict the product of the given reaction. (1) Given the reactants C(OC(=O)C)C.[ClH:7].[CH3:8][O:9][C:10]([C:12]1[N:13]([CH2:30][CH:31]2[CH2:36][CH2:35][CH2:34][CH2:33][N:32]2C(OC(C)(C)C)=O)[C:14](=[O:29])[C:15]2[C:20]([C:21]=1[C:22]1[CH:27]=[CH:26][CH:25]=[CH:24][CH:23]=1)=[CH:19][C:18]([Br:28])=[CH:17][CH:16]=2)=[O:11], predict the reaction product. The product is: [ClH:7].[CH3:8][O:9][C:10]([C:12]1[N:13]([CH2:30][CH:31]2[CH2:36][CH2:35][CH2:34][CH2:33][NH:32]2)[C:14](=[O:29])[C:15]2[C:20]([C:21]=1[C:22]1[CH:27]=[CH:26][CH:25]=[CH:24][CH:23]=1)=[CH:19][C:18]([Br:28])=[CH:17][CH:16]=2)=[O:11]. (2) Given the reactants [C:1]([N:4]1[C:13]2[C:8](=[CH:9][C:10]([C:14]#[CH:15])=[CH:11][CH:12]=2)[C@H:7]([NH:16][C:17]2[CH:22]=[CH:21][C:20]([CH3:23])=[CH:19][N:18]=2)[CH2:6][C@@H:5]1[CH3:24])(=[O:3])[CH3:2].CN(C)C=O.C[Si]([N:34]=[N+:35]=[N-:36])(C)C, predict the reaction product. The product is: [C:1]([N:4]1[C:13]2[C:8](=[CH:9][C:10]([C:14]3[N:34]=[N:35][NH:36][CH:15]=3)=[CH:11][CH:12]=2)[C@H:7]([NH:16][C:17]2[CH:22]=[CH:21][C:20]([CH3:23])=[CH:19][N:18]=2)[CH2:6][C@@H:5]1[CH3:24])(=[O:3])[CH3:2].